Dataset: Reaction yield outcomes from USPTO patents with 853,638 reactions. Task: Predict the reaction yield, written as a fraction of the theoretical maximum amount of product (1.0 means a 100% yield; for example, 0.34 means a 34% yield). The catalyst is O1CCOCC1.O.C1C=CC(P(C2C=CC=CC=2)[C-]2C=CC=C2)=CC=1.C1C=CC(P(C2C=CC=CC=2)[C-]2C=CC=C2)=CC=1.Cl[Pd]Cl.[Fe+2]. The yield is 0.140. The reactants are Cl[C:2]1[CH:7]=[C:6]([CH2:8][CH3:9])[N:5]=[C:4]([CH:10]2[CH2:14][CH2:13][CH2:12][CH2:11]2)[N:3]=1.CC1(C)C(C)(C)OB([CH2:23][C:24]2[CH:29]=[CH:28][C:27]([CH2:30][C:31]([O:33][CH3:34])=[O:32])=[CH:26][CH:25]=2)O1.C([O-])([O-])=O.[Na+].[Na+]. The product is [CH:10]1([C:4]2[N:3]=[C:2]([CH2:23][C:24]3[CH:25]=[CH:26][C:27]([CH2:30][C:31]([O:33][CH3:34])=[O:32])=[CH:28][CH:29]=3)[CH:7]=[C:6]([CH2:8][CH3:9])[N:5]=2)[CH2:11][CH2:12][CH2:13][CH2:14]1.